Dataset: Reaction yield outcomes from USPTO patents with 853,638 reactions. Task: Predict the reaction yield, written as a fraction of the theoretical maximum amount of product (1.0 means a 100% yield; for example, 0.34 means a 34% yield). (1) The reactants are [C:1]1([PH:7](=[O:9])[OH:8])[CH:6]=[CH:5][CH:4]=[CH:3][CH:2]=1.C(=O)(O)O.[NH2:14][NH:15][C:16]([NH2:18])=[NH:17].C(=O)=O. No catalyst specified. The product is [C:1]1([PH:7](=[O:8])[OH:9])[CH:6]=[CH:5][CH:4]=[CH:3][CH:2]=1.[NH2:14][NH:15][C:16]([NH2:18])=[NH:17]. The yield is 0.998. (2) The reactants are B(Br)(Br)Br.[Cl:5][C:6]1[CH:14]=[C:13]2[C:9]([C:10]([NH2:33])=[N:11][C:12]2([C:25]2[CH:30]=[CH:29][CH:28]=[C:27]([O:31]C)[CH:26]=2)[C:15]2[CH:20]=[CH:19][N:18]=[C:17]([C:21]([F:24])([F:23])[F:22])[CH:16]=2)=[C:8]([F:34])[CH:7]=1. The catalyst is C(Cl)Cl. The product is [NH2:33][C:10]1[C:9]2[C:13](=[CH:14][C:6]([Cl:5])=[CH:7][C:8]=2[F:34])[C:12]([C:25]2[CH:26]=[C:27]([OH:31])[CH:28]=[CH:29][CH:30]=2)([C:15]2[CH:20]=[CH:19][N:18]=[C:17]([C:21]([F:24])([F:23])[F:22])[CH:16]=2)[N:11]=1. The yield is 0.240. (3) The reactants are [N+:1]([C:4]1[CH:10]=[C:9]([C:11]([CH3:14])([CH3:13])[CH3:12])[CH:8]=[CH:7][C:5]=1[NH2:6])([O-:3])=[O:2].CC(O)=O.[CH2:19]([CH2:23][C:24](=O)[CH3:25])[C:20]([CH3:22])=O. The catalyst is C1CCCCC1.C(Cl)Cl. The product is [C:11]([C:9]1[CH:8]=[CH:7][C:5]([N:6]2[C:24]([CH3:25])=[CH:23][CH:19]=[C:20]2[CH3:22])=[C:4]([N+:1]([O-:3])=[O:2])[CH:10]=1)([CH3:14])([CH3:13])[CH3:12]. The yield is 0.490. (4) The reactants are [NH2:1][C:2]1[CH:7]=[CH:6][C:5]([C:8]2[N:13]=[C:12]([N:14]3[CH2:19][CH2:18][O:17][CH2:16][CH2:15]3)[N:11]=[C:10]([C:20]3[CH:25]=[CH:24][C:23]([NH:26][C:27]([NH:29][CH3:30])=[O:28])=[CH:22][CH:21]=3)[N:9]=2)=[CH:4][CH:3]=1.[C:31]([C:34]1[CH:39]=[CH:38][C:37]([NH:40][C:41](=[O:49])OC2C=CC=CC=2)=[CH:36][CH:35]=1)(=[O:33])[NH2:32]. The catalyst is CN(C=O)C. The product is [CH3:30][NH:29][C:27]([NH:26][C:23]1[CH:22]=[CH:21][C:20]([C:10]2[N:11]=[C:12]([N:14]3[CH2:15][CH2:16][O:17][CH2:18][CH2:19]3)[N:13]=[C:8]([C:5]3[CH:4]=[CH:3][C:2]([NH:1][C:41]([NH:40][C:37]4[CH:36]=[CH:35][C:34]([C:31]([NH2:32])=[O:33])=[CH:39][CH:38]=4)=[O:49])=[CH:7][CH:6]=3)[N:9]=2)=[CH:25][CH:24]=1)=[O:28]. The yield is 0.0530. (5) The reactants are [CH3:1][C:2]1[C:16](=[O:17])[N:15]=[C:14]2[N:4]([C@@H:5]3[O:9][C@H:8]([CH2:10][OH:11])[C@@H:7]([OH:12])[C@@H:6]3[O:13]2)[CH:3]=1.[CH3:18][O:19][CH2:20][CH2:21][O:22]B([O:22][CH2:21][CH2:20][O:19][CH3:18])[O:22][CH2:21][CH2:20][O:19][CH3:18]. The catalyst is COCCO. The product is [CH3:18][O:19][CH2:20][CH2:21][O:22][C@@H:6]1[C@H:7]([OH:12])[C@@H:8]([CH2:10][OH:11])[O:9][C@H:5]1[N:4]1[CH:3]=[C:2]([CH3:1])[C:16](=[O:17])[NH:15][C:14]1=[O:13]. The yield is 0.630.